This data is from Full USPTO retrosynthesis dataset with 1.9M reactions from patents (1976-2016). The task is: Predict the reactants needed to synthesize the given product. (1) The reactants are: C1C=CC2N(O)N=[N:7]C=2C=1.CCN=C=NCCCN(C)C.Cl.Cl.[CH2:24]([O:31][C:32]([N:34]1[CH2:39][CH2:38][N:37]([C:40]2[CH:45]=[CH:44][C:43]([NH:46][C:47]3[N:52]=[C:51]([CH2:53][CH2:54][C:55]4[CH:60]=[CH:59][CH:58]=[CH:57][C:56]=4[CH2:61][C:62]([OH:64])=O)[CH:50]=[CH:49][N:48]=3)=[CH:42][CH:41]=2)[CH2:36][CH2:35]1)=[O:33])[C:25]1[CH:30]=[CH:29][CH:28]=[CH:27][CH:26]=1.C(=O)([O-])[O-].[NH4+].[NH4+]. Given the product [NH2:7][C:62](=[O:64])[CH2:61][C:56]1[CH:57]=[CH:58][CH:59]=[CH:60][C:55]=1[CH2:54][CH2:53][C:51]1[CH:50]=[CH:49][N:48]=[C:47]([NH:46][C:43]2[CH:44]=[CH:45][C:40]([N:37]3[CH2:36][CH2:35][N:34]([C:32]([O:31][CH2:24][C:25]4[CH:26]=[CH:27][CH:28]=[CH:29][CH:30]=4)=[O:33])[CH2:39][CH2:38]3)=[CH:41][CH:42]=2)[N:52]=1, predict the reactants needed to synthesize it. (2) Given the product [C:1]12([N:11]3[CH:15]=[C:14]([CH2:16][S:17]([C:18]4[CH:23]=[C:22]([Cl:24])[CH:21]=[CH:20][C:19]=4[Cl:25])=[O:34])[N:13]=[N:12]3)[CH2:10][CH:5]3[CH2:4][CH:3]([CH2:9][CH:7]([CH2:6]3)[CH2:8]1)[CH2:2]2, predict the reactants needed to synthesize it. The reactants are: [C:1]12([N:11]3[CH:15]=[C:14]([CH2:16][S:17][C:18]4[CH:23]=[C:22]([Cl:24])[CH:21]=[CH:20][C:19]=4[Cl:25])[N:13]=[N:12]3)[CH2:10][CH:5]3[CH2:6][CH:7]([CH2:9][CH:3]([CH2:4]3)[CH2:2]1)[CH2:8]2.C1C=C(Cl)C=C(C(OO)=[O:34])C=1.